From a dataset of NCI-60 drug combinations with 297,098 pairs across 59 cell lines. Regression. Given two drug SMILES strings and cell line genomic features, predict the synergy score measuring deviation from expected non-interaction effect. (1) Drug 2: CC(C)(C#N)C1=CC(=CC(=C1)CN2C=NC=N2)C(C)(C)C#N. Drug 1: CC1=C2C(C(=O)C3(C(CC4C(C3C(C(C2(C)C)(CC1OC(=O)C(C(C5=CC=CC=C5)NC(=O)OC(C)(C)C)O)O)OC(=O)C6=CC=CC=C6)(CO4)OC(=O)C)OC)C)OC. Synergy scores: CSS=31.5, Synergy_ZIP=0.104, Synergy_Bliss=1.44, Synergy_Loewe=-4.28, Synergy_HSA=2.66. Cell line: NCI-H226. (2) Drug 1: C1CC(=O)NC(=O)C1N2CC3=C(C2=O)C=CC=C3N. Drug 2: CC1C(C(CC(O1)OC2CC(CC3=C2C(=C4C(=C3O)C(=O)C5=CC=CC=C5C4=O)O)(C(=O)C)O)N)O. Cell line: MDA-MB-231. Synergy scores: CSS=39.1, Synergy_ZIP=-8.13, Synergy_Bliss=-8.41, Synergy_Loewe=-6.30, Synergy_HSA=-4.27. (3) Drug 1: C1C(C(OC1N2C=C(C(=O)NC2=O)F)CO)O. Drug 2: CCC1(C2=C(COC1=O)C(=O)N3CC4=CC5=C(C=CC(=C5CN(C)C)O)N=C4C3=C2)O.Cl. Cell line: MALME-3M. Synergy scores: CSS=9.86, Synergy_ZIP=-7.84, Synergy_Bliss=-5.59, Synergy_Loewe=-3.09, Synergy_HSA=-2.33. (4) Drug 1: C1=NC(=NC(=O)N1C2C(C(C(O2)CO)O)O)N. Drug 2: CC(C)(C#N)C1=CC(=CC(=C1)CN2C=NC=N2)C(C)(C)C#N. Cell line: SR. Synergy scores: CSS=2.54, Synergy_ZIP=-0.378, Synergy_Bliss=-0.110, Synergy_Loewe=-1.13, Synergy_HSA=-1.39. (5) Drug 1: C(CC(=O)O)C(=O)CN.Cl. Drug 2: C1CNP(=O)(OC1)N(CCCl)CCCl. Cell line: A549. Synergy scores: CSS=-0.234, Synergy_ZIP=-0.647, Synergy_Bliss=-2.07, Synergy_Loewe=-0.719, Synergy_HSA=-4.19. (6) Drug 1: C1CN1P(=S)(N2CC2)N3CC3. Drug 2: CN1C2=C(C=C(C=C2)N(CCCl)CCCl)N=C1CCCC(=O)O.Cl. Cell line: T-47D. Synergy scores: CSS=2.25, Synergy_ZIP=-0.623, Synergy_Bliss=2.28, Synergy_Loewe=-6.51, Synergy_HSA=-0.696. (7) Drug 1: CC1CCC2CC(C(=CC=CC=CC(CC(C(=O)C(C(C(=CC(C(=O)CC(OC(=O)C3CCCCN3C(=O)C(=O)C1(O2)O)C(C)CC4CCC(C(C4)OC)OCCO)C)C)O)OC)C)C)C)OC. Drug 2: CC1C(C(CC(O1)OC2CC(CC3=C2C(=C4C(=C3O)C(=O)C5=C(C4=O)C(=CC=C5)OC)O)(C(=O)CO)O)N)O.Cl. Cell line: CAKI-1. Synergy scores: CSS=42.0, Synergy_ZIP=-2.87, Synergy_Bliss=0.229, Synergy_Loewe=1.14, Synergy_HSA=2.87.